The task is: Predict the product of the given reaction.. This data is from Forward reaction prediction with 1.9M reactions from USPTO patents (1976-2016). Given the reactants [OH:1][N:2]1C(=O)C2=CC=CC=C2C1=O.Cl[CH2:14][C:15]1[C:24]2[C:19](=[CH:20][CH:21]=[CH:22][CH:23]=2)[CH:18]=[CH:17][CH:16]=1, predict the reaction product. The product is: [C:15]1([CH2:14][O:1][NH2:2])[C:24]2[C:19](=[CH:20][CH:21]=[CH:22][CH:23]=2)[CH:18]=[CH:17][CH:16]=1.